From a dataset of Reaction yield outcomes from USPTO patents with 853,638 reactions. Predict the reaction yield, written as a fraction of the theoretical maximum amount of product (1.0 means a 100% yield; for example, 0.34 means a 34% yield). The reactants are C(OC([NH:8][C@@H:9]([CH3:16])/[CH:10]=[CH:11]/[C:12]([O:14][CH3:15])=[O:13])=O)(C)(C)C.[ClH:17]. The catalyst is O1CCOCC1. The product is [ClH:17].[NH2:8][C@@H:9]([CH3:16])/[CH:10]=[CH:11]/[C:12]([O:14][CH3:15])=[O:13]. The yield is 0.980.